Task: Predict the reaction yield, written as a fraction of the theoretical maximum amount of product (1.0 means a 100% yield; for example, 0.34 means a 34% yield).. Dataset: Reaction yield outcomes from USPTO patents with 853,638 reactions The reactants are [CH:1]1([CH:5]([OH:17])[C:6]2[CH:16]=[CH:15][C:9]([C:10]([O:12]CC)=[O:11])=[CH:8][CH:7]=2)[CH2:4][CH2:3][CH2:2]1.O1CCCC1.O.O.[OH-].[Li+]. The catalyst is CO. The product is [CH:1]1([CH:5]([OH:17])[C:6]2[CH:16]=[CH:15][C:9]([C:10]([OH:12])=[O:11])=[CH:8][CH:7]=2)[CH2:4][CH2:3][CH2:2]1. The yield is 0.770.